From a dataset of Forward reaction prediction with 1.9M reactions from USPTO patents (1976-2016). Predict the product of the given reaction. Given the reactants [F:1][C:2]1[CH:3]=[C:4]([NH2:11])[C:5](=[CH:9][CH:10]=1)[C:6]([OH:8])=[O:7].[Cl:12]OC(C)(C)C, predict the reaction product. The product is: [Cl:12][C:10]1[CH:9]=[C:5]([C:6]([OH:8])=[O:7])[C:4]([NH2:11])=[CH:3][C:2]=1[F:1].